From a dataset of Peptide-MHC class I binding affinity with 185,985 pairs from IEDB/IMGT. Regression. Given a peptide amino acid sequence and an MHC pseudo amino acid sequence, predict their binding affinity value. This is MHC class I binding data. (1) The peptide sequence is TDSGPKANI. The MHC is Mamu-B01 with pseudo-sequence Mamu-B01. The binding affinity (normalized) is 0. (2) The peptide sequence is RQTVSRFKK. The MHC is HLA-A68:01 with pseudo-sequence HLA-A68:01. The binding affinity (normalized) is 0.220. (3) The peptide sequence is STVLFGLSY. The MHC is HLA-A26:01 with pseudo-sequence HLA-A26:01. The binding affinity (normalized) is 0.531. (4) The peptide sequence is KLYERNTAF. The MHC is HLA-B07:02 with pseudo-sequence HLA-B07:02. The binding affinity (normalized) is 0.0847. (5) The peptide sequence is LQAGFFLLT. The MHC is HLA-A03:01 with pseudo-sequence HLA-A03:01. The binding affinity (normalized) is 0. (6) The peptide sequence is VYAYPSGEK. The MHC is HLA-B08:01 with pseudo-sequence HLA-B08:01. The binding affinity (normalized) is 0.0847. (7) The peptide sequence is DLLNVTYNIK. The MHC is HLA-A33:01 with pseudo-sequence HLA-A33:01. The binding affinity (normalized) is 0.352. (8) The peptide sequence is ITKINTHLA. The MHC is HLA-A32:01 with pseudo-sequence HLA-A32:01. The binding affinity (normalized) is 0.